From a dataset of Forward reaction prediction with 1.9M reactions from USPTO patents (1976-2016). Predict the product of the given reaction. (1) Given the reactants [CH3:1][O:2][C:3]1[CH:8]=[CH:7][CH:6]=[C:5]([O:9][CH3:10])[C:4]=1[C:11](O)([CH2:13][CH3:14])[CH3:12].O.C1(C)C=CC(S(O)(=O)=O)=CC=1, predict the reaction product. The product is: [CH:11]([C:4]1[C:3]([O:2][CH3:1])=[CH:8][CH:7]=[CH:6][C:5]=1[O:9][CH3:10])([CH2:13][CH3:14])[CH3:12]. (2) Given the reactants [F:1][C:2]1[CH:18]=[CH:17][C:5]2[CH2:6][CH2:7][CH2:8][CH2:9][CH:10]([NH:11][S:12]([CH2:15][CH3:16])(=[O:14])=[O:13])[C:4]=2[CH:3]=1.[H-].[Na+].[CH3:21]I, predict the reaction product. The product is: [F:1][C:2]1[CH:18]=[CH:17][C:5]2[CH2:6][CH2:7][CH2:8][CH2:9][CH:10]([N:11]([S:12]([CH2:15][CH3:16])(=[O:13])=[O:14])[CH3:21])[C:4]=2[CH:3]=1. (3) Given the reactants [CH3:1][C:2]([CH3:5])([O-:4])[CH3:3].[Na+].[C:7]([O:12]C)(=O)[CH:8]([CH3:10])[CH3:9].C[Si]([N-][Si](C)(C)C)(C)C.[Li+].[Cl:24][C:25]1[C:30](Cl)=[N:29][CH:28]=[CH:27][N:26]=1, predict the reaction product. The product is: [Cl:24][C:25]1[C:30]([C:8]([CH3:9])([CH3:10])[C:7]([O:4][C:2]([CH3:5])([CH3:3])[CH3:1])=[O:12])=[N:29][CH:28]=[CH:27][N:26]=1. (4) Given the reactants [P:1]([O-:18])([O:10][CH2:11][C:12]1[CH:17]=[CH:16][CH:15]=[CH:14][CH:13]=1)[O:2][CH2:3][C:4]1[CH:9]=[CH:8][CH:7]=[CH:6][CH:5]=1.[H-].[Na+].Br[CH2:22][CH2:23][CH2:24][O:25][CH:26]1[CH2:31][CH2:30][CH2:29][CH2:28][O:27]1, predict the reaction product. The product is: [O:27]1[CH2:28][CH2:29][CH2:30][CH2:31][CH:26]1[O:25][CH2:24][CH2:23][CH2:22][P:1](=[O:18])([O:10][CH2:11][C:12]1[CH:17]=[CH:16][CH:15]=[CH:14][CH:13]=1)[O:2][CH2:3][C:4]1[CH:9]=[CH:8][CH:7]=[CH:6][CH:5]=1. (5) The product is: [O:1]1[CH2:6][CH2:5][N:4]([C:12]2[CH:19]=[CH:18][C:15]([C:16]#[N:17])=[CH:14][C:13]=2[O:20][CH3:21])[C:3]2[CH:7]=[CH:8][CH:9]=[CH:10][C:2]1=2. Given the reactants [O:1]1[CH2:6][CH2:5][NH:4][C:3]2[CH:7]=[CH:8][CH:9]=[CH:10][C:2]1=2.Br[C:12]1[CH:19]=[CH:18][C:15]([C:16]#[N:17])=[CH:14][C:13]=1[O:20][CH3:21].CC1(C)C2C(=C(P(C3C=CC=CC=3)C3C=CC=CC=3)C=CC=2)OC2C(P(C3C=CC=CC=3)C3C=CC=CC=3)=CC=CC1=2.CC(C)([O-])C.[Na+], predict the reaction product.